This data is from Catalyst prediction with 721,799 reactions and 888 catalyst types from USPTO. The task is: Predict which catalyst facilitates the given reaction. (1) Reactant: [H-].[Na+].[Br:3][C:4]1[C:12]2[S:11](=[O:14])(=[O:13])[N:10]([CH2:15]CN(CC)CC)[CH2:9][C:8]=2[CH:7]=[CH:6][CH:5]=1.CI. Product: [Br:3][C:4]1[C:12]2[S:11](=[O:14])(=[O:13])[N:10]([CH3:15])[CH2:9][C:8]=2[CH:7]=[CH:6][CH:5]=1. The catalyst class is: 7. (2) Reactant: [Cl:1][C:2]1[CH:3]=[CH:4][C:5]2[O:10][CH2:9][CH2:8][NH:7][C:6]=2[CH:11]=1.[Cl:12][C:13]1[CH:14]=[C:15]([CH:19]=[C:20]([Cl:23])[C:21]=1[OH:22])[C:16](Cl)=[O:17]. Product: [Cl:1][C:2]1[CH:3]=[CH:4][C:5]2[O:10][CH2:9][CH2:8][N:7]([C:16]([C:15]3[CH:19]=[C:20]([Cl:23])[C:21]([OH:22])=[C:13]([Cl:12])[CH:14]=3)=[O:17])[C:6]=2[CH:11]=1. The catalyst class is: 13. (3) Reactant: [NH:1]1[C:5]2[CH:6]=[C:7]([C:10]3[O:14][C:13]([SH:15])=[N:12][N:11]=3)[CH:8]=[CH:9][C:4]=2[N:3]=[CH:2]1.[CH3:16][C:17]1[C:24]([CH3:25])=[C:23]([CH3:26])[C:22]([CH3:27])=[C:21]([CH3:28])[C:18]=1[CH2:19]Br. Product: [CH3:19][C:18]1[C:17]([CH3:16])=[C:24]([CH3:25])[C:23]([CH3:26])=[C:22]([CH3:27])[C:21]=1[CH2:28][S:15][C:13]1[O:14][C:10]([C:7]2[CH:8]=[CH:9][C:4]3[NH:3][CH:2]=[N:1][C:5]=3[CH:6]=2)=[N:11][N:12]=1. The catalyst class is: 14. (4) Reactant: [Cl-].O[NH3+:3].[C:4](=[O:7])([O-])[OH:5].[Na+].[CH2:9]([N:16]1[CH2:21][CH2:20][CH:19]([N:22]2[C:27](=[O:28])[C:26]([CH2:29][C:30]3[CH:35]=[CH:34][C:33]([C:36]4[C:37]([C:42]#[N:43])=[CH:38][CH:39]=[CH:40][CH:41]=4)=[CH:32][CH:31]=3)=[C:25]([CH2:44][CH2:45][CH3:46])[N:24]3[N:47]=[CH:48][N:49]=[C:23]23)[CH2:18][CH2:17]1)[C:10]1[CH:15]=[CH:14][CH:13]=[CH:12][CH:11]=1. Product: [CH2:9]([N:16]1[CH2:21][CH2:20][CH:19]([N:22]2[C:27](=[O:28])[C:26]([CH2:29][C:30]3[CH:35]=[CH:34][C:33]([C:36]4[CH:41]=[CH:40][CH:39]=[CH:38][C:37]=4[C:42]4[NH:3][C:4](=[O:7])[O:5][N:43]=4)=[CH:32][CH:31]=3)=[C:25]([CH2:44][CH2:45][CH3:46])[N:24]3[N:47]=[CH:48][N:49]=[C:23]23)[CH2:18][CH2:17]1)[C:10]1[CH:15]=[CH:14][CH:13]=[CH:12][CH:11]=1. The catalyst class is: 148. (5) Reactant: [CH:1]1([C:7]2[C:8]3[CH:9]=[CH:10][C:11]([C:33]([NH:35][S:36]([N:39]([CH3:41])[CH3:40])(=[O:38])=[O:37])=[O:34])=[CH:12][C:13]=3[N:14]3[CH2:20][C:19]([OH:25])([C:21]([O:23]C)=[O:22])[CH:18]([OH:26])[C:17]4[CH:27]=[C:28]([O:31][CH3:32])[CH:29]=[CH:30][C:16]=4[C:15]=23)[CH2:6][CH2:5][CH2:4][CH2:3][CH2:2]1.[OH-].[Na+]. Product: [CH:1]1([C:7]2[C:8]3[CH:9]=[CH:10][C:11]([C:33]([NH:35][S:36]([N:39]([CH3:40])[CH3:41])(=[O:37])=[O:38])=[O:34])=[CH:12][C:13]=3[N:14]3[CH2:20][C:19]([OH:25])([C:21]([OH:23])=[O:22])[CH:18]([OH:26])[C:17]4[CH:27]=[C:28]([O:31][CH3:32])[CH:29]=[CH:30][C:16]=4[C:15]=23)[CH2:6][CH2:5][CH2:4][CH2:3][CH2:2]1. The catalyst class is: 92. (6) Reactant: [Cl:1][C:2]1[C:3]2[NH:10][CH:9]=[CH:8][C:4]=2[N:5]=[CH:6][N:7]=1.[C:11]([O:19][CH2:20][CH2:21]Br)(=[O:18])[C:12]1[CH:17]=[CH:16][CH:15]=[CH:14][CH:13]=1.C(=O)([O-])[O-].[Cs+].[Cs+]. Product: [C:11]([O:19][CH2:20][CH2:21][N:10]1[C:3]2[C:2]([Cl:1])=[N:7][CH:6]=[N:5][C:4]=2[CH:8]=[CH:9]1)(=[O:18])[C:12]1[CH:17]=[CH:16][CH:15]=[CH:14][CH:13]=1. The catalyst class is: 9. (7) Reactant: C([O:8][C:9](=[O:25])[C:10]1[CH:15]=[CH:14][C:13]([Cl:16])=[CH:12][C:11]=1[O:17][CH2:18][C:19]1[CH:24]=[CH:23][CH:22]=[CH:21][CH:20]=1)C1C=CC=CC=1.[OH-].[Na+].Cl. Product: [CH2:18]([O:17][C:11]1[CH:12]=[C:13]([Cl:16])[CH:14]=[CH:15][C:10]=1[C:9]([OH:25])=[O:8])[C:19]1[CH:20]=[CH:21][CH:22]=[CH:23][CH:24]=1. The catalyst class is: 14. (8) Reactant: Br.C[O:3][C:4]1[CH:9]=[CH:8][C:7]([C:10]2[CH:15]=[CH:14][C:13]([CH2:16][C:17]([O:19]C)=[O:18])=[CH:12][CH:11]=2)=[CH:6][CH:5]=1. Product: [OH:3][C:4]1[CH:5]=[CH:6][C:7]([C:10]2[CH:15]=[CH:14][C:13]([CH2:16][C:17]([OH:19])=[O:18])=[CH:12][CH:11]=2)=[CH:8][CH:9]=1. The catalyst class is: 15.